Task: Predict the product of the given reaction.. Dataset: Forward reaction prediction with 1.9M reactions from USPTO patents (1976-2016) Given the reactants [CH3:1][O:2][C:3](=[O:35])[C:4]([CH2:17][C:18]1[CH:23]=[CH:22][C:21]([N+:24]([O-:26])=[O:25])=[C:20]([O:27][CH2:28][C:29]2[CH:34]=[CH:33][CH:32]=[CH:31][CH:30]=2)[CH:19]=1)([NH:9][C:10]([O:12][C:13]([CH3:16])([CH3:15])[CH3:14])=[O:11])C(OC)=O, predict the reaction product. The product is: [CH3:1][O:2][C:3](=[O:35])[CH:4]([NH:9][C:10]([O:12][C:13]([CH3:15])([CH3:14])[CH3:16])=[O:11])[CH2:17][C:18]1[CH:23]=[CH:22][C:21]([N+:24]([O-:26])=[O:25])=[C:20]([O:27][CH2:28][C:29]2[CH:30]=[CH:31][CH:32]=[CH:33][CH:34]=2)[CH:19]=1.